Dataset: Full USPTO retrosynthesis dataset with 1.9M reactions from patents (1976-2016). Task: Predict the reactants needed to synthesize the given product. (1) Given the product [C:9]([C:11]1[CH:12]=[CH:13][C:14]([CH2:15][NH:16][C:17](=[O:25])[C:18]2[CH:23]=[CH:22][CH:21]=[C:20]([C:1]#[C:2][CH2:3][N:4]3[CH:8]=[CH:7][N:6]=[N:5]3)[CH:19]=2)=[CH:26][CH:27]=1)#[N:10], predict the reactants needed to synthesize it. The reactants are: [CH:1]#[C:2][CH2:3][N:4]1[CH:8]=[CH:7][N:6]=[N:5]1.[C:9]([C:11]1[CH:27]=[CH:26][C:14]([CH2:15][NH:16][C:17](=[O:25])[C:18]2[CH:23]=[CH:22][CH:21]=[C:20](I)[CH:19]=2)=[CH:13][CH:12]=1)#[N:10].C(N(C(C)C)CC)(C)C. (2) Given the product [CH2:19]([O:18][C:16](=[O:17])[CH2:15][N:1]1[CH:5]=[CH:4][N:3]=[C:2]1[CH:6]=[O:7])[CH3:20], predict the reactants needed to synthesize it. The reactants are: [NH:1]1[CH:5]=[CH:4][N:3]=[C:2]1[CH:6]=[O:7].C(=O)([O-])[O-].[K+].[K+].Br[CH2:15][C:16]([O:18][CH2:19][CH3:20])=[O:17].[I-].[K+]. (3) Given the product [NH2:10][C:11]1[C:20]2[N:21]=[C:22]([CH2:35][O:36][CH2:37][CH3:38])[N:23]([CH2:24][C:25]([NH:28][C:29]([NH:31][CH:52]([CH3:53])[CH3:55])=[O:30])([CH3:27])[CH3:26])[C:19]=2[C:18]2[CH:17]=[CH:16][C:15]([O:39][CH2:40][CH2:41][CH2:42][CH2:43][CH2:44][CH2:45][NH:46][S:2]([CH3:1])(=[O:5])=[O:3])=[CH:14][C:13]=2[N:12]=1, predict the reactants needed to synthesize it. The reactants are: [CH3:1][S:2]([O:5]S(C)(=O)=O)(=O)=[O:3].[NH2:10][C:11]1[C:20]2[N:21]=[C:22]([CH2:35][O:36][CH2:37][CH3:38])[N:23]([CH2:24][C:25]([N:28](C(C)C)[C:29]([NH2:31])=[O:30])([CH3:27])[CH3:26])[C:19]=2[C:18]2[CH:17]=[CH:16][C:15]([O:39][CH2:40][CH2:41][CH2:42][CH2:43][CH2:44][CH2:45][NH2:46])=[CH:14][C:13]=2[N:12]=1.C(N([CH2:52][CH3:53])CC)C.Cl[CH2:55]Cl. (4) Given the product [CH:17]1[C:18]([N:21]2[C:22](=[O:27])[CH2:23][O:24][CH2:25][CH2:26]2)=[CH:19][CH:20]=[C:15]([N:11]2[C:12](=[O:14])[O:13][C@@H:9]([CH2:8][NH:7][C:38]([C:36]3[S:37][C:33]([Cl:32])=[CH:34][CH:35]=3)=[O:39])[CH2:10]2)[CH:16]=1, predict the reactants needed to synthesize it. The reactants are: C(=O)([O-])[O-].[Na+].[Na+].[NH2:7][CH2:8][C@@H:9]1[O:13][C:12](=[O:14])[N:11]([C:15]2[CH:20]=[CH:19][C:18]([N:21]3[CH2:26][CH2:25][O:24][CH2:23][C:22]3=[O:27])=[CH:17][CH:16]=2)[CH2:10]1.C([O-])(=O)C.[Cl:32][C:33]1[S:37][C:36]([C:38](Cl)=[O:39])=[CH:35][CH:34]=1. (5) The reactants are: [CH3:1][C:2]1[CH:7]=[CH:6][C:5]([S:8](Cl)(=[O:10])=[O:9])=[CH:4][CH:3]=1.[OH:12][CH2:13][C@@H:14]([N:16]1[C:24](=[O:25])[C:23]2[C:18](=[CH:19][CH:20]=[CH:21][CH:22]=2)[C:17]1=[O:26])[CH3:15]. Given the product [CH3:1][C:2]1[CH:7]=[CH:6][C:5]([S:8]([O:12][CH2:13][C@@H:14]([N:16]2[C:24](=[O:25])[C:23]3[C:18](=[CH:19][CH:20]=[CH:21][CH:22]=3)[C:17]2=[O:26])[CH3:15])(=[O:10])=[O:9])=[CH:4][CH:3]=1, predict the reactants needed to synthesize it. (6) Given the product [F:10][C:9]1[CH:8]=[CH:7][C:6]([CH2:11][CH2:12][C:13]2([OH:19])[CH2:18][CH2:17][N:16]([C:32](=[O:33])[CH2:31][C:28]3[CH:29]=[CH:30][C:25]([N:20]4[CH:24]=[N:23][N:22]=[N:21]4)=[CH:26][C:27]=3[C:35]([F:37])([F:38])[F:36])[CH2:15][CH2:14]2)=[CH:5][C:4]=1[C:2]#[N:3], predict the reactants needed to synthesize it. The reactants are: [Cl-].[C:2]([C:4]1[CH:5]=[C:6]([CH2:11][CH2:12][C:13]2([OH:19])[CH2:18][CH2:17][NH2+:16][CH2:15][CH2:14]2)[CH:7]=[CH:8][C:9]=1[F:10])#[N:3].[N:20]1([C:25]2[CH:30]=[CH:29][C:28]([CH2:31][C:32](O)=[O:33])=[C:27]([C:35]([F:38])([F:37])[F:36])[CH:26]=2)[CH:24]=[N:23][N:22]=[N:21]1.